Dataset: Reaction yield outcomes from USPTO patents with 853,638 reactions. Task: Predict the reaction yield, written as a fraction of the theoretical maximum amount of product (1.0 means a 100% yield; for example, 0.34 means a 34% yield). (1) The reactants are Cl.[CH3:2][NH:3][O:4][CH3:5].CCN(C(C)C)C(C)C.C[Al](C)C.[CH3:19][O:20][C:21]1[C:22]([C:38](OC)=[O:39])=[N:23][N:24]([C:28]2[CH:33]=[CH:32][CH:31]=[C:30]([C:34]([F:37])([F:36])[F:35])[CH:29]=2)[C:25](=[O:27])[CH:26]=1. The catalyst is C(Cl)Cl. The product is [CH3:5][O:4][N:3]([CH3:2])[C:38]([C:22]1[C:21]([O:20][CH3:19])=[CH:26][C:25](=[O:27])[N:24]([C:28]2[CH:33]=[CH:32][CH:31]=[C:30]([C:34]([F:36])([F:35])[F:37])[CH:29]=2)[N:23]=1)=[O:39]. The yield is 0.830. (2) The reactants are [S:1]1[C:5]2[CH:6]=[CH:7][CH:8]=[CH:9][C:4]=2[CH:3]=[C:2]1[C:10]1[N:11]=[C:12](Cl)[C:13]2[CH:19]=[CH:18][CH:17]=[N:16][C:14]=2[N:15]=1.[NH2:21][C:22]1[CH:23]=[C:24]2[C:28](=[CH:29][CH:30]=1)[NH:27][N:26]=[CH:25]2.C(=O)([O-])[O-].[K+].[K+]. The catalyst is O1CCOCC1. The product is [S:1]1[C:5]2[CH:6]=[CH:7][CH:8]=[CH:9][C:4]=2[CH:3]=[C:2]1[C:10]1[N:11]=[C:12]([NH:21][C:22]2[CH:23]=[C:24]3[C:28](=[CH:29][CH:30]=2)[NH:27][N:26]=[CH:25]3)[C:13]2[CH:19]=[CH:18][CH:17]=[N:16][C:14]=2[N:15]=1. The yield is 0.0400.